Task: Predict the reaction yield, written as a fraction of the theoretical maximum amount of product (1.0 means a 100% yield; for example, 0.34 means a 34% yield).. Dataset: Reaction yield outcomes from USPTO patents with 853,638 reactions (1) The reactants are Br[C:2]1[CH:7]=[CH:6][CH:5]=[C:4]([Br:8])[N:3]=1.[C:9]([Cu])#[N:10]. The catalyst is CN(C=O)C. The product is [Br:8][C:4]1[N:3]=[C:2]([C:9]#[N:10])[CH:7]=[CH:6][CH:5]=1. The yield is 0.300. (2) No catalyst specified. The product is [NH2:3][C@@:2]([C:8]1[CH:17]=[CH:16][C:15]2[C:10](=[CH:11][CH:12]=[C:13]([O:18][CH:19]3[CH2:24][CH2:23][C:22]4([CH2:29][CH2:28][CH2:27][CH2:26][CH2:25]4)[CH2:21][CH2:20]3)[CH:14]=2)[CH:9]=1)([CH3:1])[CH2:6][OH:5]. The reactants are [CH3:1][C@@:2]1([C:8]2[CH:17]=[CH:16][C:15]3[C:10](=[CH:11][CH:12]=[C:13]([O:18][CH:19]4[CH2:24][CH2:23][C:22]5([CH2:29][CH2:28][CH2:27][CH2:26][CH2:25]5)[CH2:21][CH2:20]4)[CH:14]=3)[CH:9]=2)[CH2:6][O:5]C(=O)[NH:3]1.[OH-].[Li+].C(O)C.O. The yield is 0.312. (3) The reactants are [NH2:1][C:2]1[C:7]([C:8]([NH:10][CH:11]([CH3:21])[CH2:12][C:13]2[CH:18]=[CH:17][C:16]([F:19])=[C:15]([F:20])[CH:14]=2)=[O:9])=[C:6]([C:22]([F:25])([F:24])[F:23])[N:5]=[CH:4][CH:3]=1.[CH2:26]([O:33][C:34]1[C:35]([CH:40]=O)=[N:36][CH:37]=[CH:38][CH:39]=1)[C:27]1[CH:32]=[CH:31][CH:30]=[CH:29][CH:28]=1. The catalyst is C1(C)C=CC=CC=1.C1(C)C=CC(S(O)(=O)=O)=CC=1. The product is [CH2:26]([O:33][C:34]1[C:35]([CH:40]2[NH:1][C:2]3[CH:3]=[CH:4][N:5]=[C:6]([C:22]([F:25])([F:24])[F:23])[C:7]=3[C:8](=[O:9])[N:10]2[CH:11]([CH3:21])[CH2:12][C:13]2[CH:18]=[CH:17][C:16]([F:19])=[C:15]([F:20])[CH:14]=2)=[N:36][CH:37]=[CH:38][CH:39]=1)[C:27]1[CH:28]=[CH:29][CH:30]=[CH:31][CH:32]=1. The yield is 0.820. (4) The reactants are [CH:1]([C:5]1[CH:10]=[CH:9][C:8]([N:11]2[C:20](=[O:21])[C:19]3[C:14](=[CH:15][CH:16]=[CH:17][CH:18]=3)[N:13]=[C:12]2[C:22]2[CH:27]=[CH:26][C:25]([NH2:28])=[C:24]([NH2:29])[CH:23]=2)=[CH:7][CH:6]=1)([CH2:3][CH3:4])[CH3:2].C([O-])(O)=O.[Na+].[C:35](O)(=O)[CH2:36][OH:37]. No catalyst specified. The product is [CH:1]([C:5]1[CH:6]=[CH:7][C:8]([N:11]2[C:20](=[O:21])[C:19]3[C:14](=[CH:15][CH:16]=[CH:17][CH:18]=3)[N:13]=[C:12]2[C:22]2[CH:27]=[CH:26][C:25]3[N:28]=[C:35]([CH2:36][OH:37])[NH:29][C:24]=3[CH:23]=2)=[CH:9][CH:10]=1)([CH2:3][CH3:4])[CH3:2]. The yield is 0.410. (5) The reactants are [CH2:1]([C:5]1([CH2:30][CH2:31][CH2:32][CH3:33])[C:14]2[C:9](=[CH:10][CH:11]=[CH:12][CH:13]=2)[C:8]([OH:15])=[C:7]([C:16]2[NH:21][C:20]3[CH:22]=[CH:23][C:24]([OH:26])=[CH:25][C:19]=3[S:18](=[O:28])(=[O:27])[N:17]=2)[C:6]1=[O:29])[CH2:2][CH2:3][CH3:4].Br[CH2:35][C:36]([NH2:38])=[O:37].C(=O)([O-])[O-].[Cs+].[Cs+].[Cl-].[NH4+]. The catalyst is [I-].C([N+](CCCC)(CCCC)CCCC)CCC.CN(C)C=O.C(OCC)(=O)C. The product is [CH2:1]([C:5]1([CH2:30][CH2:31][CH2:32][CH3:33])[C:14]2[C:9](=[CH:10][CH:11]=[CH:12][CH:13]=2)[C:8]([OH:15])=[C:7]([C:16]2[NH:21][C:20]3[CH:22]=[CH:23][C:24]([O:26][CH2:35][C:36]([NH2:38])=[O:37])=[CH:25][C:19]=3[S:18](=[O:28])(=[O:27])[N:17]=2)[C:6]1=[O:29])[CH2:2][CH2:3][CH3:4]. The yield is 0.760. (6) The reactants are Br[C:2]1[S:3][C:4]([C:7]([O:9][CH3:10])=[O:8])=[CH:5][N:6]=1.[NH:11]1[CH2:16][CH2:15][NH:14][CH2:13][CH2:12]1.C(=O)([O-])[O-].[K+].[K+]. The catalyst is C(#N)C. The product is [CH3:10][O:9][C:7]([C:4]1[S:3][C:2]([N:11]2[CH2:16][CH2:15][NH:14][CH2:13][CH2:12]2)=[N:6][CH:5]=1)=[O:8]. The yield is 0.798.